Dataset: Forward reaction prediction with 1.9M reactions from USPTO patents (1976-2016). Task: Predict the product of the given reaction. (1) Given the reactants C([O:3][C:4](=O)[CH2:5][C:6]1[C:7]([CH2:15][CH3:16])=[N:8][N:9]([CH2:13][CH3:14])[C:10]=1[CH2:11][CH3:12])C.[H-].C([Al+]CC(C)C)C(C)C, predict the reaction product. The product is: [CH2:13]([N:9]1[C:10]([CH2:11][CH3:12])=[C:6]([CH2:5][CH:4]=[O:3])[C:7]([CH2:15][CH3:16])=[N:8]1)[CH3:14]. (2) Given the reactants Br[C:2]1[CH:3]=[C:4]([CH:15]=[CH:16][CH:17]=1)[CH2:5][NH:6][C:7](=[O:14])[C:8]1[CH:13]=[CH:12][CH:11]=[CH:10][CH:9]=1.[CH:18]([C:20]1[CH:25]=[CH:24][C:23](B(O)O)=[CH:22][CH:21]=1)=[O:19], predict the reaction product. The product is: [CH:18]([C:20]1[CH:25]=[CH:24][C:23]([C:2]2[CH:17]=[CH:16][CH:15]=[C:4]([CH2:5][NH:6][C:7](=[O:14])[C:8]3[CH:13]=[CH:12][CH:11]=[CH:10][CH:9]=3)[CH:3]=2)=[CH:22][CH:21]=1)=[O:19].